Dataset: Forward reaction prediction with 1.9M reactions from USPTO patents (1976-2016). Task: Predict the product of the given reaction. (1) The product is: [CH3:31][O:30][C:27]1[CH:26]=[CH:25][C:24]([N:23]2[C:35]([C:15]3[CH:16]=[CH:17][C:7]([N:8]4[CH:11]=[CH:2][CH:1]=[CH:9]4)=[CH:13][CH:14]=3)=[N:21][C:20]([C:19]([F:32])([F:33])[F:18])=[N:22]2)=[CH:29][CH:28]=1. Given the reactants [C:1](Cl)(=O)[C:2](Cl)=O.[CH3:7][N:8]([CH3:11])[CH:9]=O.N1[CH:17]=[CH:16][CH:15]=[CH:14][CH:13]=1.[F:18][C:19]([F:33])([F:32])[C:20](=[N:22][NH:23][C:24]1[CH:29]=[CH:28][C:27]([O:30][CH3:31])=[CH:26][CH:25]=1)[NH2:21].Cl[CH2:35]Cl, predict the reaction product. (2) Given the reactants [Cl:1][C:2]1[C:3]([C:43]([F:46])([F:45])[F:44])=[CH:4][C:5]2[N:9]=[C:8]([CH:10]([NH:12]C(=O)OC(C)(C)C)[CH3:11])[N:7]([C:20]3[CH:25]=[CH:24][C:23]([CH2:26][CH2:27][NH:28][C:29]([NH:31][S:32]([C:35]4[CH:40]=[CH:39][C:38]([CH3:41])=[CH:37][CH:36]=4)(=[O:34])=[O:33])=[O:30])=[CH:22][CH:21]=3)[C:6]=2[CH:42]=1.FC(F)(F)C(O)=O.O, predict the reaction product. The product is: [NH2:12][CH:10]([C:8]1[N:7]([C:20]2[CH:25]=[CH:24][C:23]([CH2:26][CH2:27][NH:28][C:29]([NH:31][S:32]([C:35]3[CH:40]=[CH:39][C:38]([CH3:41])=[CH:37][CH:36]=3)(=[O:34])=[O:33])=[O:30])=[CH:22][CH:21]=2)[C:6]2[CH:42]=[C:2]([Cl:1])[C:3]([C:43]([F:45])([F:44])[F:46])=[CH:4][C:5]=2[N:9]=1)[CH3:11]. (3) Given the reactants [NH2:1][C:2]1[CH:3]=[C:4]([C:8]2[S:12][C:11]([C:13]3[CH:14]=[C:15]4[C:19](=[CH:20][CH:21]=3)[C:18](=[O:22])[N:17]([CH3:23])[CH2:16]4)=[CH:10][CH:9]=2)[CH:5]=[N:6][CH:7]=1.[F:24][C:25]1[CH:33]=[C:32]([F:34])[CH:31]=[CH:30][C:26]=1[C:27](Cl)=[O:28], predict the reaction product. The product is: [F:24][C:25]1[CH:33]=[C:32]([F:34])[CH:31]=[CH:30][C:26]=1[C:27]([NH:1][C:2]1[CH:7]=[N:6][CH:5]=[C:4]([C:8]2[S:12][C:11]([C:13]3[CH:14]=[C:15]4[C:19](=[CH:20][CH:21]=3)[C:18](=[O:22])[N:17]([CH3:23])[CH2:16]4)=[CH:10][CH:9]=2)[CH:3]=1)=[O:28]. (4) The product is: [NH:18]1[C:19]2[C:24](=[CH:23][CH:22]=[CH:21][CH:20]=2)[C:16](/[CH:15]=[CH:14]/[C:9]2[CH:10]=[CH:11][CH:12]=[CH:13][C:8]=2[NH:7][C:2]2[CH:3]=[CH:4][CH:5]=[CH:6][N:1]=2)=[N:17]1. Given the reactants [N:1]1[CH:6]=[CH:5][CH:4]=[CH:3][C:2]=1[NH:7][C:8]1[CH:13]=[CH:12][CH:11]=[CH:10][C:9]=1/[CH:14]=[CH:15]/[C:16]1[C:24]2[C:19](=[CH:20][CH:21]=[CH:22][CH:23]=2)[N:18](C2CCCCO2)[N:17]=1.FC(F)(F)C(O)=O.[OH-].[Na+], predict the reaction product.